From a dataset of Forward reaction prediction with 1.9M reactions from USPTO patents (1976-2016). Predict the product of the given reaction. (1) Given the reactants [CH3:1][O:2][C:3]1[CH:4]=[C:5]2[C:9](=[CH:10][C:11]=1[O:12][CH3:13])[N:8]([CH3:14])[CH:7]=[C:6]2[C:15]1[N:33](S(C2C=CC(C)=CC=2)(=O)=O)[C:18]2=[N:19][CH:20]=[CH:21][C:22]([CH2:23][NH:24][CH2:25][CH2:26][C:27]3[CH:32]=[CH:31][CH:30]=[CH:29][CH:28]=3)=[C:17]2[CH:16]=1.[OH-].[K+], predict the reaction product. The product is: [CH3:1][O:2][C:3]1[CH:4]=[C:5]2[C:9](=[CH:10][C:11]=1[O:12][CH3:13])[N:8]([CH3:14])[CH:7]=[C:6]2[C:15]1[NH:33][C:18]2=[N:19][CH:20]=[CH:21][C:22]([CH2:23][NH:24][CH2:25][CH2:26][C:27]3[CH:28]=[CH:29][CH:30]=[CH:31][CH:32]=3)=[C:17]2[CH:16]=1. (2) Given the reactants Br[C:2]1[CH:3]=[N:4][CH:5]=[CH:6][C:7]=1[N:8]([CH3:10])[CH3:9].[CH:11]([Sn](CCCC)(CCCC)CCCC)=[CH2:12].CCOCC.N12CCCN=C1CCCCC2, predict the reaction product. The product is: [CH:11]([C:2]1[CH:3]=[N:4][CH:5]=[CH:6][C:7]=1[N:8]([CH3:10])[CH3:9])=[CH2:12]. (3) Given the reactants [C:1](Cl)(=O)[C:2]([Cl:4])=[O:3].[CH:7]1([O:12][C:13]2[CH:21]=[CH:20]C(C(O)=O)=[CH:15][CH:14]=2)[CH2:11][CH2:10][CH2:9][CH2:8]1, predict the reaction product. The product is: [CH:7]1([O:12][C:13]2[CH:21]=[CH:20][C:1]([C:2]([Cl:4])=[O:3])=[CH:15][CH:14]=2)[CH2:11][CH2:10][CH2:9][CH2:8]1. (4) Given the reactants [NH2:1][C:2]1[C:3]([C:21](=[O:23])[NH2:22])=[N:4][C:5]([C:8]2[CH2:9][CH2:10][N:11]([C:14]([O:16][C:17]([CH3:20])([CH3:19])[CH3:18])=[O:15])[CH2:12][CH:13]=2)=[N:6][CH:7]=1, predict the reaction product. The product is: [NH2:1][C:2]1[C:3]([C:21](=[O:23])[NH2:22])=[N:4][C:5]([CH:8]2[CH2:9][CH2:10][N:11]([C:14]([O:16][C:17]([CH3:18])([CH3:19])[CH3:20])=[O:15])[CH2:12][CH2:13]2)=[N:6][CH:7]=1.